This data is from Reaction yield outcomes from USPTO patents with 853,638 reactions. The task is: Predict the reaction yield, written as a fraction of the theoretical maximum amount of product (1.0 means a 100% yield; for example, 0.34 means a 34% yield). (1) The reactants are [Mg].Br[C:3]1[CH:8]=[CH:7][C:6]([O:9][C:10]([F:13])([F:12])[F:11])=[CH:5][CH:4]=1.[Br:14][C:15]1[CH:16]=[C:17]([CH:25]=[CH:26][CH:27]=1)[C:18]([C:20]1[NH:21][CH:22]=[CH:23][N:24]=1)=[O:19]. The catalyst is C1COCC1.C(OCC)(=O)C.O.[Cl-].[NH4+].[Cu]I. The product is [Br:14][C:15]1[CH:16]=[C:17]([C:18]([C:20]2[NH:24][CH:23]=[CH:22][N:21]=2)([C:3]2[CH:8]=[CH:7][C:6]([O:9][C:10]([F:13])([F:12])[F:11])=[CH:5][CH:4]=2)[OH:19])[CH:25]=[CH:26][CH:27]=1. The yield is 0.810. (2) The reactants are [CH3:1][O:2][CH2:3][C:4]1[N:9]=[CH:8][N:7]=[C:6](O)[CH:5]=1.P(Cl)(Cl)([Cl:13])=O. The catalyst is ClCCl. The product is [Cl:13][C:6]1[CH:5]=[C:4]([CH2:3][O:2][CH3:1])[N:9]=[CH:8][N:7]=1. The yield is 0.770. (3) The reactants are Cl[C:2]1[N:3]=[CH:4][C:5]([C:8]([OH:10])=[O:9])=[N:6][CH:7]=1.[CH:11]1([CH2:14][OH:15])[CH2:13][CH2:12]1.[OH-].[K+]. The catalyst is CS(C)=O. The product is [CH:11]1([CH2:14][O:15][C:2]2[N:3]=[CH:4][C:5]([C:8]([OH:10])=[O:9])=[N:6][CH:7]=2)[CH2:13][CH2:12]1. The yield is 0.340. (4) The reactants are Cl.[CH3:2][O:3][CH2:4][CH2:5][C:6](=[NH:8])[NH2:7].C[O-].[Na+].[C:12]([C:14]1[CH:19]=[CH:18][CH:17]=[CH:16][C:15]=1[C:20]1[CH:25]=[CH:24][C:23]([CH2:26][CH:27]([C:32](=O)[CH2:33][CH2:34][CH2:35][CH3:36])[C:28](OC)=[O:29])=[CH:22][CH:21]=1)#[N:13]. The catalyst is CO. The product is [CH2:33]([C:32]1[N:8]=[C:6]([CH2:5][CH2:4][O:3][CH3:2])[NH:7][C:28](=[O:29])[C:27]=1[CH2:26][C:23]1[CH:22]=[CH:21][C:20]([C:15]2[C:14]([C:12]#[N:13])=[CH:19][CH:18]=[CH:17][CH:16]=2)=[CH:25][CH:24]=1)[CH2:34][CH2:35][CH3:36]. The yield is 0.440. (5) The catalyst is O1CCOCC1.O.C(O)C.Cl.C1C=CC(/C=C/C(/C=C/C2C=CC=CC=2)=O)=CC=1.C1C=CC(/C=C/C(/C=C/C2C=CC=CC=2)=O)=CC=1.C1C=CC(/C=C/C(/C=C/C2C=CC=CC=2)=O)=CC=1.[Pd].[Pd]. The reactants are C1(P(C2C=CC=CC=2)C2C3OC4C(=CC=CC=4P(C4C=CC=CC=4)C4C=CC=CC=4)C(C)(C)C=3C=CC=2)C=CC=CC=1.Br[C:44]1[C:53]([CH3:54])=[C:52]2[C:47]([C:48](=[O:64])[C:49]([C:59]([O:61]CC)=[O:60])=[CH:50][N:51]2[C@@H:55]2[CH2:57][C@@H:56]2[F:58])=[CH:46][C:45]=1[F:65].C(OC([NH:73][C@@:74]12[CH2:80][CH2:79][C@:78]1([F:81])[CH2:77][NH:76][CH2:75]2)=O)(C)(C)C.C(=O)([O-])[O-].[Cs+].[Cs+].[OH-].[Na+]. The yield is 0.560. The product is [NH2:73][C@@:74]12[CH2:80][CH2:79][C@:78]1([F:81])[CH2:77][N:76]([C:44]1[C:53]([CH3:54])=[C:52]3[C:47]([C:48](=[O:64])[C:49]([C:59]([OH:61])=[O:60])=[CH:50][N:51]3[C@@H:55]3[CH2:57][C@@H:56]3[F:58])=[CH:46][C:45]=1[F:65])[CH2:75]2. (6) The reactants are [Cl:1][C:2]1[CH:7]=[C:6]([Cl:8])[CH:5]=[CH:4][C:3]=1[NH:9][C:10]1[NH:14][C:13]2[C:15]([N:20]([CH2:23][CH3:24])[CH2:21][CH3:22])=[CH:16][CH:17]=[C:18]([F:19])[C:12]=2[N:11]=1.Br[CH2:26][CH2:27][CH2:28]Br.C(=O)([O-])[O-].[K+].[K+].C(OCC)(=O)C. The catalyst is CN(C)C=O. The product is [Cl:1][C:2]1[CH:7]=[C:6]([Cl:8])[CH:5]=[CH:4][C:3]=1[N:9]1[C:10]2=[N:11][C:12]3[C:13](=[C:15]([N:20]([CH2:23][CH3:24])[CH2:21][CH3:22])[CH:16]=[CH:17][C:18]=3[F:19])[N:14]2[CH2:28][CH2:27][CH2:26]1. The yield is 0.360. (7) The reactants are CO[C:3](=[O:14])[C:4]1[C:9]([Cl:10])=[CH:8][C:7]([Br:11])=[CH:6][C:5]=1[CH2:12]Br.[F:15][C:16]([F:26])([F:25])[C:17]1[CH:24]=[CH:23][C:20]([CH2:21][NH2:22])=[CH:19][CH:18]=1.C([O-])([O-])=O.[K+].[K+].C(OCC)(=O)C. The catalyst is C1(C)C=CC=CC=1.CCCCCC. The product is [Br:11][C:7]1[CH:6]=[C:5]2[C:4](=[C:9]([Cl:10])[CH:8]=1)[C:3](=[O:14])[N:22]([CH2:21][C:20]1[CH:19]=[CH:18][C:17]([C:16]([F:15])([F:25])[F:26])=[CH:24][CH:23]=1)[CH2:12]2. The yield is 0.350. (8) The reactants are [OH:1][N:2]1[C:7]([CH3:9])([CH3:8])[CH2:6][CH:5]([O:10][C:11](=[O:18])[C:12]2[CH:17]=[CH:16][CH:15]=[CH:14][CH:13]=2)[CH2:4][C:3]1([CH3:20])[CH3:19].[C:21](Cl)(=[O:39])[CH2:22][CH2:23][CH2:24][CH2:25][CH2:26][CH2:27][CH2:28][CH2:29][CH2:30][CH2:31][CH2:32][CH2:33][CH2:34][CH2:35][CH2:36][CH2:37][CH3:38]. No catalyst specified. The product is [C:11]([O:10][CH:5]1[CH2:6][C:7]([CH3:9])([CH3:8])[N:2]([O:1][C:21](=[O:39])[CH2:22][CH2:23][CH2:24][CH2:25][CH2:26][CH2:27][CH2:28][CH2:29][CH2:30][CH2:31][CH2:32][CH2:33][CH2:34][CH2:35][CH2:36][CH2:37][CH3:38])[C:3]([CH3:20])([CH3:19])[CH2:4]1)(=[O:18])[C:12]1[CH:17]=[CH:16][CH:15]=[CH:14][CH:13]=1. The yield is 0.600. (9) The reactants are C1([C@@H](NCCN[C@H](C2C=CC=CC=2)C)C)C=CC=CC=1.[CH3:21][CH:22]([C:24]1[CH:29]=[CH:28][CH:27]=[CH:26][CH:25]=1)[OH:23]. The catalyst is C([Zn]CC)C. The product is [C:22]([C:24]1[CH:29]=[CH:28][CH:27]=[CH:26][CH:25]=1)(=[O:23])[CH3:21]. The yield is 0.950. (10) The reactants are [Br:1][C:2]1[CH:7]=[CH:6][C:5]([NH:8][C:9]2[C:10]([C:20]([OH:22])=O)=[CH:11][C:12]3[N:16]([CH3:17])[CH:15]=[N:14][C:13]=3[C:18]=2[F:19])=[C:4]([Cl:23])[CH:3]=1.[CH:24]([O:26][CH2:27][CH2:28][O:29][NH2:30])=[CH2:25].C1C=CC2N(O)N=NC=2C=1.C(N(CC)CC)C.CCN=C=NCCCN(C)C. The catalyst is CN(C)C=O.C(OCC)(=O)C. The product is [CH:24]([O:26][CH2:27][CH2:28][O:29][NH:30][C:20]([C:10]1[C:9]([NH:8][C:5]2[CH:6]=[CH:7][C:2]([Br:1])=[CH:3][C:4]=2[Cl:23])=[C:18]([F:19])[C:13]2[N:14]=[CH:15][N:16]([CH3:17])[C:12]=2[CH:11]=1)=[O:22])=[CH2:25]. The yield is 0.900.